Predict which catalyst facilitates the given reaction. From a dataset of Catalyst prediction with 721,799 reactions and 888 catalyst types from USPTO. (1) Reactant: [Cl:1][C:2]1[C:3]2[N:4]([CH:20]=[CH:21][N:22]=2)[CH:5]=[C:6]([C:17](O)=[O:18])[C:7]=1[NH:8][C:9]1[CH:14]=[CH:13][C:12]([I:15])=[CH:11][C:10]=1[F:16].[OH:23][C:24]1([CH:28]2[CH2:33][CH2:32][CH2:31][CH2:30][N:29]2[C:34]([O:36][C:37]([CH3:40])([CH3:39])[CH3:38])=[O:35])[CH2:27][NH:26][CH2:25]1.Cl.CN(C)CCCN=C=NCC. Product: [Cl:1][C:2]1[C:3]2[N:4]([CH:20]=[CH:21][N:22]=2)[CH:5]=[C:6]([C:17]([N:26]2[CH2:27][C:24]([CH:28]3[CH2:33][CH2:32][CH2:31][CH2:30][N:29]3[C:34]([O:36][C:37]([CH3:40])([CH3:39])[CH3:38])=[O:35])([OH:23])[CH2:25]2)=[O:18])[C:7]=1[NH:8][C:9]1[CH:14]=[CH:13][C:12]([I:15])=[CH:11][C:10]=1[F:16]. The catalyst class is: 468. (2) Product: [CH2:1]([O:8][C:9]1[C:14]([C:15](=[O:25])[NH:16][CH2:17][C:18]2[CH:19]=[CH:20][C:21]([F:24])=[CH:22][CH:23]=2)=[CH:13][N:12]=[C:11]([C:26]([OH:28])=[O:27])[C:10]=1[O:30][CH3:31])[C:2]1[CH:7]=[CH:6][CH:5]=[CH:4][CH:3]=1. The catalyst class is: 5. Reactant: [CH2:1]([O:8][C:9]1[C:14]([C:15](=[O:25])[NH:16][CH2:17][C:18]2[CH:23]=[CH:22][C:21]([F:24])=[CH:20][CH:19]=2)=[CH:13][N:12]=[C:11]([C:26]([O:28]C)=[O:27])[C:10]=1[O:30][CH3:31])[C:2]1[CH:7]=[CH:6][CH:5]=[CH:4][CH:3]=1.[OH-].[Na+].Cl.